From a dataset of Reaction yield outcomes from USPTO patents with 853,638 reactions. Predict the reaction yield, written as a fraction of the theoretical maximum amount of product (1.0 means a 100% yield; for example, 0.34 means a 34% yield). The reactants are OS(O)(=O)=O.[Cl:6][C:7]1[CH:12]=[CH:11][C:10]([C:13](O)([C:37]2[N:41]([CH3:42])[CH:40]=[N:39][CH:38]=2)[C:14]2[CH:15]=[C:16]3[C:21](=[CH:22][CH:23]=2)[N:20]([CH3:24])[C:19](=[O:25])[CH:18]=[C:17]3[C:26]2[S:27][CH:28]=[C:29]([C:31]3[CH:36]=[CH:35][CH:34]=[CH:33][CH:32]=3)[N:30]=2)=[CH:9][CH:8]=1.C([O-])([O-])=[O:45].[K+].[K+].[C:50](#[N:52])[CH3:51]. The yield is 0.620. No catalyst specified. The product is [Cl:6][C:7]1[CH:12]=[CH:11][C:10]([C:13]([C:14]2[CH:15]=[C:16]3[C:21](=[CH:22][CH:23]=2)[N:20]([CH3:24])[C:19](=[O:25])[CH:18]=[C:17]3[C:26]2[S:27][CH:28]=[C:29]([C:31]3[CH:36]=[CH:35][CH:34]=[CH:33][CH:32]=3)[N:30]=2)([C:37]2[N:41]([CH3:42])[CH:40]=[N:39][CH:38]=2)[NH:52][C:50](=[O:45])[CH3:51])=[CH:9][CH:8]=1.